From a dataset of Reaction yield outcomes from USPTO patents with 853,638 reactions. Predict the reaction yield, written as a fraction of the theoretical maximum amount of product (1.0 means a 100% yield; for example, 0.34 means a 34% yield). (1) The reactants are Cl[C:2]1[C:11]2[C:6](=[CH:7][C:8]([C:12]([F:15])([F:14])[F:13])=[CH:9][CH:10]=2)[N:5]=[C:4]([C:16]([C:18]2[CH:23]=[CH:22][C:21]([F:24])=[CH:20][CH:19]=2)=[O:17])[N:3]=1.CCN(C(C)C)C(C)C.[CH3:34][C:35]1[NH:39][N:38]=[C:37]([NH2:40])[CH:36]=1.[I-].[K+]. The catalyst is CN(C=O)C.O. The product is [F:24][C:21]1[CH:22]=[CH:23][C:18]([C:16]([C:4]2[N:3]=[C:2]([NH:40][C:37]3[CH:36]=[C:35]([CH3:34])[NH:39][N:38]=3)[C:11]3[C:6](=[CH:7][C:8]([C:12]([F:13])([F:14])[F:15])=[CH:9][CH:10]=3)[N:5]=2)=[O:17])=[CH:19][CH:20]=1. The yield is 0.160. (2) The reactants are [F:1][C:2]1[CH:11]=[C:10]2[C:5]([C:6]([N:13]3[CH2:18][CH2:17][O:16][CH2:15][CH2:14]3)=[CH:7][NH:8][C:9]2=O)=[CH:4][C:3]=1[O:19][CH3:20].O=P(Cl)(Cl)[Cl:23]. No catalyst specified. The product is [Cl:23][C:9]1[C:10]2[C:5](=[CH:4][C:3]([O:19][CH3:20])=[C:2]([F:1])[CH:11]=2)[C:6]([N:13]2[CH2:18][CH2:17][O:16][CH2:15][CH2:14]2)=[CH:7][N:8]=1. The yield is 0.468.